Dataset: HIV replication inhibition screening data with 41,000+ compounds from the AIDS Antiviral Screen. Task: Binary Classification. Given a drug SMILES string, predict its activity (active/inactive) in a high-throughput screening assay against a specified biological target. (1) The result is 0 (inactive). The molecule is CCCCCCCCCCNCCSSCCNC(C)=O. (2) The drug is Cc1nc2cc([N+](=O)[O-])ccc2c(NCCCN(C)C)c1C.Cl. The result is 0 (inactive). (3) The compound is I.N=C(NN)Nc1cccc2ccccc12. The result is 0 (inactive). (4) The compound is CC(C)CCN(CCC(C)C)CC(=O)Nc1ccc(S(=O)(=O)c2ccc(NC(=O)CN(CCC(C)C)CCC(C)C)cc2)cc1. The result is 0 (inactive). (5) The molecule is Cc1cn(C2C=CC(COP(=O)(OCC(=O)C(C)(C)C)OCC(=O)C(C)(C)C)O2)c(=O)[nH]c1=O. The result is 1 (active). (6) The molecule is CN1CCN(C(=S)N(C(=O)c2ccc(Cl)cc2)C2CCCCC2)CC1. The result is 0 (inactive).